This data is from Catalyst prediction with 721,799 reactions and 888 catalyst types from USPTO. The task is: Predict which catalyst facilitates the given reaction. (1) Reactant: [CH:1]1[CH:2]=[CH:3][N:4]2[CH2:10][C:9]3[CH:11]=[CH:12][CH:13]=[CH:14][C:8]=3[N:7]([C:15]([C:17]3[CH:22]=[CH:21][C:20](B4OC(C)(C)C(C)(C)O4)=[CH:19][C:18]=3[Cl:32])=[O:16])[CH2:6][C:5]=12.FC(F)(F)S(O[C:39]1[C:44]([CH3:46])([CH3:45])[CH2:43][CH2:42][CH2:41][CH:40]=1)(=O)=O. Product: [CH:1]1[CH:2]=[CH:3][N:4]2[CH2:10][C:9]3[CH:11]=[CH:12][CH:13]=[CH:14][C:8]=3[N:7]([C:15]([C:17]3[CH:22]=[CH:21][C:20]([C:43]4[C:44]([CH3:46])([CH3:45])[CH2:39][CH2:40][CH2:41][CH:42]=4)=[CH:19][C:18]=3[Cl:32])=[O:16])[CH2:6][C:5]=12. The catalyst class is: 27. (2) Reactant: C(O)C.[C-:4]#[N:5].[Na+].Br[CH2:8][C:9]1[CH:14]=[CH:13][C:12]([O:15][C:16]([F:19])([F:18])[F:17])=[CH:11][CH:10]=1. Product: [F:17][C:16]([F:19])([F:18])[O:15][C:12]1[CH:13]=[CH:14][C:9]([CH2:8][C:4]#[N:5])=[CH:10][CH:11]=1. The catalyst class is: 6. (3) Reactant: [Cl:1][C:2]1[CH:7]=[CH:6][C:5]([CH2:8][C@@H:9]([NH:24][C:25]([O:27]C(C)(C)C)=O)[C:10](=[O:23])[N:11]2[CH2:16][CH2:15][N:14]([C:17]3[CH:22]=[CH:21][CH:20]=[CH:19][N:18]=3)[CH2:13][CH2:12]2)=[CH:4][CH:3]=1.Cl.CCN(C(C)C)C(C)C.[N:42]1([C:55]([O:57][C:58]([CH3:61])([CH3:60])[CH3:59])=[O:56])[CH2:51][C:50]2[C:45](=[CH:46][CH:47]=[CH:48][CH:49]=2)[CH2:44][C@H:43]1[C:52]([OH:54])=O.CCN=C=NCCCN(C)C.CI.C1C=NC2N(O)N=NC=2C=1. Product: [Cl:1][C:2]1[CH:7]=[CH:6][C:5]([CH2:8][C@@H:9]([NH:24][C:52]([C@@H:43]2[CH2:44][C:45]3[C:50](=[CH:49][CH:48]=[CH:47][CH:46]=3)[CH2:51][N:42]2[C:55]([O:57][C:58]([CH3:61])([CH3:60])[CH3:59])=[O:56])=[O:54])[C:10](=[O:23])[N:11]2[CH2:12][CH2:13][N:14]([C:17]3[CH:22]=[CH:21][CH:20]=[CH:19][N:18]=3)[CH2:15][CH2:16]2)=[CH:4][CH:3]=1.[Cl:1][C:2]1[CH:7]=[CH:6][C:5]([CH2:8][C@@H:9]([NH:24][C:25]([C@@H:43]2[CH2:44][C:45]3[C:50](=[CH:49][CH:48]=[CH:47][CH:46]=3)[CH2:51][NH:42]2)=[O:27])[C:10](=[O:23])[N:11]2[CH2:16][CH2:15][N:14]([C:17]3[CH:22]=[CH:21][CH:20]=[CH:19][N:18]=3)[CH2:13][CH2:12]2)=[CH:4][CH:3]=1. The catalyst class is: 31. (4) Reactant: Cl.C[OH:3].[C:4]([O:8][C:9]([N:11]1[CH2:22][CH2:21][C:14]2[N:15]=[C:16]([C:19]#N)[N:17]=[CH:18][C:13]=2[CH2:12]1)=[O:10])([CH3:7])([CH3:6])[CH3:5].[C:23](OC(OC(C)(C)C)=O)(OC(C)(C)C)=[O:24]. Product: [C:4]([O:8][C:9]([N:11]1[CH2:22][CH2:21][C:14]2[N:15]=[C:16]([C:19]([O:24][CH3:23])=[O:3])[N:17]=[CH:18][C:13]=2[CH2:12]1)=[O:10])([CH3:7])([CH3:6])[CH3:5]. The catalyst class is: 347.